This data is from Reaction yield outcomes from USPTO patents with 853,638 reactions. The task is: Predict the reaction yield, written as a fraction of the theoretical maximum amount of product (1.0 means a 100% yield; for example, 0.34 means a 34% yield). (1) The reactants are [CH:1]1([C@@H:7]2[NH:12][C:11](=[O:13])[C@H:10]([CH2:14][CH:15]([CH3:17])[CH3:16])[NH:9][CH2:8]2)[CH2:6][CH2:5][CH2:4][CH2:3][CH2:2]1.[Cl:18][C:19]1[CH:24]=[CH:23][C:22]([C:25]2[CH:29]=[C:28]([C:30](O)=[O:31])[O:27][N:26]=2)=[CH:21][CH:20]=1.C([C@@H]1N(C([C@@H]2C[C@H]2C2C=CC=CC=2)=O)C[C@H](CC(C)C)NC1=O)C(C)C. No catalyst specified. The product is [Cl:18][C:19]1[CH:20]=[CH:21][C:22]([C:25]2[CH:29]=[C:28]([C:30]([N:9]3[CH2:8][C@H:7]([CH:1]4[CH2:2][CH2:3][CH2:4][CH2:5][CH2:6]4)[NH:12][C:11](=[O:13])[C@@H:10]3[CH2:14][CH:15]([CH3:17])[CH3:16])=[O:31])[O:27][N:26]=2)=[CH:23][CH:24]=1. The yield is 0.510. (2) The reactants are [Cl:1][C:2]1[CH:3]=[CH:4][C:5]2[CH2:11][N:10]([C@@H:12]3[CH2:16][CH2:15][NH:14][CH2:13]3)[CH2:9][C:8](=[O:17])[NH:7][C:6]=2[CH:18]=1.C([O-])([O-])=O.[K+].[K+].Br[CH2:26][CH2:27][CH:28]=[C:29]1[C:35]2[CH:36]=[CH:37][CH:38]=[N:39][C:34]=2[CH2:33][O:32][C:31]2[CH:40]=[CH:41][C:42]([C:44]([OH:47])([CH3:46])[CH3:45])=[CH:43][C:30]1=2. The catalyst is C(#N)C.O. The product is [Cl:1][C:2]1[CH:3]=[CH:4][C:5]2[CH2:11][N:10]([C@@H:12]3[CH2:16][CH2:15][N:14]([CH2:26][CH2:27][CH:28]=[C:29]4[C:35]5[CH:36]=[CH:37][CH:38]=[N:39][C:34]=5[CH2:33][O:32][C:31]5[CH:40]=[CH:41][C:42]([C:44]([OH:47])([CH3:46])[CH3:45])=[CH:43][C:30]4=5)[CH2:13]3)[CH2:9][C:8](=[O:17])[NH:7][C:6]=2[CH:18]=1. The yield is 0.280. (3) The reactants are Br[C:2]1[S:6][C:5]([CH:7]=[O:8])=[CH:4][C:3]=1[C:9]1[C:10]([F:15])=[N:11][CH:12]=[CH:13][CH:14]=1.C(=O)([O-])[O-].[K+].[K+].[SH:22][C:23]1[CH:28]=[CH:27][CH:26]=[CH:25][N:24]=1.O. The catalyst is CN(C)C=O. The product is [F:15][C:10]1[C:9]([C:3]2[CH:4]=[C:5]([CH:7]=[O:8])[S:6][C:2]=2[S:22][C:23]2[CH:28]=[CH:27][CH:26]=[CH:25][N:24]=2)=[CH:14][CH:13]=[CH:12][N:11]=1. The yield is 0.850. (4) The reactants are [OH:1][CH2:2][C@H:3]([NH:8][C:9](=[O:18])[C:10]1[CH:15]=[CH:14][C:13]([CH3:16])=[C:12]([CH3:17])[CH:11]=1)[CH2:4][CH:5]([CH3:7])[CH3:6].[OH-].[Na+].Cl[CH2:22][O:23][CH3:24]. The catalyst is CN(C=O)C. The product is [CH3:22][O:23][CH2:24][O:1][CH2:2][C@H:3]([NH:8][C:9](=[O:18])[C:10]1[CH:15]=[CH:14][C:13]([CH3:16])=[C:12]([CH3:17])[CH:11]=1)[CH2:4][CH:5]([CH3:7])[CH3:6]. The yield is 0.530. (5) The reactants are [O-]P([O-])([O-])=O.[K+].[K+].[K+].CC1C(C2C(P([CH:29]3[CH2:34][CH2:33][CH2:32][CH2:31][CH2:30]3)[CH:29]3[CH2:34][CH2:33][CH2:32][CH2:31][CH2:30]3)=CC=CC=2)=CC=CC=1.Cl[C:36]1[N:41]=[C:40]([CH2:42][N:43]2[CH2:47][CH2:46][CH2:45][C:44]2=[O:48])[C:39]([O:49][C:50]2[CH:51]=[N:52][C:53]([S:56]([CH3:59])(=[O:58])=[O:57])=[CH:54][CH:55]=2)=[CH:38][CH:37]=1.COC1C=CC(C[NH2:67])=CC=1.C(C[O:74][CH3:75])OC. The catalyst is C1C=CC(/C=C/C(/C=C/C2C=CC=CC=2)=O)=CC=1.C1C=CC(/C=C/C(/C=C/C2C=CC=CC=2)=O)=CC=1.C1C=CC(/C=C/C(/C=C/C2C=CC=CC=2)=O)=CC=1.[Pd].[Pd]. The product is [CH3:75][O:74][C:29]1[CH:30]=[CH:31][C:32]([NH:67][C:36]2[N:41]=[C:40]([CH2:42][N:43]3[CH2:47][CH2:46][CH2:45][C:44]3=[O:48])[C:39]([O:49][C:50]3[CH:51]=[N:52][C:53]([S:56]([CH3:59])(=[O:58])=[O:57])=[CH:54][CH:55]=3)=[CH:38][CH:37]=2)=[CH:33][CH:34]=1. The yield is 0.750. (6) The reactants are [Cl:1][C:2]1[CH:7]=[C:6](I)[C:5]([Cl:9])=[CH:4][N:3]=1.[NH2:10][C:11]1[CH:20]=[CH:19][CH:18]=[CH:17][C:12]=1[C:13]([NH:15][CH3:16])=[O:14].P([O-])([O-])([O-])=O.[K+].[K+].[K+].C1(P(C2C=CC=CC=2)C2C=CC=CC=2OC2C=CC=CC=2P(C2C=CC=CC=2)C2C=CC=CC=2)C=CC=CC=1. The catalyst is O1CCOCC1.CC([O-])=O.CC([O-])=O.[Pd+2]. The product is [Cl:1][C:2]1[CH:7]=[C:6]([NH:10][C:11]2[CH:20]=[CH:19][CH:18]=[CH:17][C:12]=2[C:13]([NH:15][CH3:16])=[O:14])[C:5]([Cl:9])=[CH:4][N:3]=1. The yield is 0.560.